Dataset: Reaction yield outcomes from USPTO patents with 853,638 reactions. Task: Predict the reaction yield, written as a fraction of the theoretical maximum amount of product (1.0 means a 100% yield; for example, 0.34 means a 34% yield). (1) The reactants are [CH3:1][O:2][C:3]([C:5]1[S:12][C:11]2[CH:10]=[C:9]([C:13]3[CH:14]=[C:15]4[C:20](=[CH:21][CH:22]=3)[N:19]=[C:18](Cl)[CH:17]=[CH:16]4)[NH:8][C:7]=2[CH:6]=1)=[O:4].[F:24][C:25]1[CH:30]=[CH:29][CH:28]=[CH:27][C:26]=1B(O)O.[O-]P([O-])([O-])=O.[K+].[K+].[K+]. The catalyst is C1C=CC([P]([Pd]([P](C2C=CC=CC=2)(C2C=CC=CC=2)C2C=CC=CC=2)([P](C2C=CC=CC=2)(C2C=CC=CC=2)C2C=CC=CC=2)[P](C2C=CC=CC=2)(C2C=CC=CC=2)C2C=CC=CC=2)(C2C=CC=CC=2)C2C=CC=CC=2)=CC=1.O1CCOCC1. The product is [CH3:1][O:2][C:3]([C:5]1[S:12][C:11]2[CH:10]=[C:9]([C:13]3[CH:14]=[C:15]4[C:20](=[CH:21][CH:22]=3)[N:19]=[C:18]([C:26]3[CH:27]=[CH:28][CH:29]=[CH:30][C:25]=3[F:24])[CH:17]=[CH:16]4)[NH:8][C:7]=2[CH:6]=1)=[O:4]. The yield is 0.880. (2) The reactants are C(C1C=C(NC(=O)CCCC2C=CC([B:25]([OH:27])[OH:26])=CC=2)C=CC=1S(CC)(=O)=O)#N.[C:29]([C:31]1[CH:32]=[C:33]([NH:37][C:38](=[O:52])[O:39][CH2:40][CH2:41][C:42]2[CH:47]=[CH:46][C:45](Br)=[CH:44][C:43]=2[O:49][CH2:50][CH3:51])[CH:34]=[CH:35][CH:36]=1)#[N:30]. No catalyst specified. The product is [C:29]([C:31]1[CH:32]=[C:33]([NH:37][C:38]([O:39][CH2:40][CH2:41][C:42]2[CH:47]=[CH:46][C:45]([B:25]([OH:27])[OH:26])=[CH:44][C:43]=2[O:49][CH2:50][CH3:51])=[O:52])[CH:34]=[CH:35][CH:36]=1)#[N:30]. The yield is 0.540. (3) The reactants are CC(C)([O-])C.[K+].[NH2:7][C:8]1[S:12][C:11]2[CH2:13][CH2:14][CH2:15][CH2:16][C:10]=2[C:9]=1[C:17]([C:19]1[CH:24]=[CH:23][C:22]([CH3:25])=[CH:21][CH:20]=1)=O.[C:26](OCC)(=[O:34])[CH2:27][CH2:28][C:29]([O:31]CC)=[O:30].Cl. The catalyst is C(O)(C)(C)C.O. The product is [OH:34][C:26]1[N:7]=[C:8]2[S:12][C:11]3[CH2:13][CH2:14][CH2:15][CH2:16][C:10]=3[C:9]2=[C:17]([C:19]2[CH:24]=[CH:23][C:22]([CH3:25])=[CH:21][CH:20]=2)[C:27]=1[CH2:28][C:29]([OH:31])=[O:30]. The yield is 0.140. (4) The reactants are C(O[C:6]([N:8]1[CH2:12][CH2:11][CH2:10][CH:9]1[C:13](=[O:31])[CH:14]([CH2:23][CH2:24][C:25]1[CH:30]=[CH:29][CH:28]=[CH:27][CH:26]=1)[CH2:15][CH2:16][C:17]1[CH:22]=[CH:21][CH:20]=[CH:19][CH:18]=1)=[O:7])(C)(C)C.FC(F)(F)[C:34]([OH:36])=[O:35].C(N(CC)CC)C.ClC(=O)C([O-])=O. The catalyst is C(Cl)Cl. The product is [O:7]=[C:6]([N:8]1[CH2:12][CH2:11][CH2:10][CH:9]1[C:13](=[O:31])[CH:14]([CH2:23][CH2:24][C:25]1[CH:26]=[CH:27][CH:28]=[CH:29][CH:30]=1)[CH2:15][CH2:16][C:17]1[CH:18]=[CH:19][CH:20]=[CH:21][CH:22]=1)[C:34]([OH:36])=[O:35]. The yield is 0.982. (5) The reactants are [C:1]1([CH:7]([C:24]2[CH:29]=[CH:28][CH:27]=[CH:26][CH:25]=2)[N:8]2[CH2:11][CH:10]([O:12][N:13]3C(=O)C4C(=CC=CC=4)C3=O)[CH2:9]2)[CH:6]=[CH:5][CH:4]=[CH:3][CH:2]=1.O.NN. The catalyst is C(O)C. The product is [NH2:13][O:12][CH:10]1[CH2:11][N:8]([CH:7]([C:1]2[CH:6]=[CH:5][CH:4]=[CH:3][CH:2]=2)[C:24]2[CH:29]=[CH:28][CH:27]=[CH:26][CH:25]=2)[CH2:9]1. The yield is 0.770. (6) The reactants are [CH2:1]([NH:3][C:4]1[C:9]([CH:10]=O)=[C:8]([CH3:12])[N:7]=[C:6]([S:13][CH3:14])[N:5]=1)[CH3:2].[C:15]([CH:20]=P(C1C=CC=CC=1)(C1C=CC=CC=1)C1C=CC=CC=1)([O:17][CH2:18][CH3:19])=[O:16]. The catalyst is C1COCC1. The product is [CH2:18]([O:17][C:15](=[O:16])/[CH:20]=[CH:10]/[C:9]1[C:4]([NH:3][CH2:1][CH3:2])=[N:5][C:6]([S:13][CH3:14])=[N:7][C:8]=1[CH3:12])[CH3:19]. The yield is 0.910. (7) The reactants are [Cl:1][C:2]1[CH:3]=[C:4]([NH:9][C:10]2[C:19]3[C:14](=[CH:15][C:16]([O:22][CH2:23][C:24]4[S:25][C:26]5[CH2:27][NH:28][CH2:29][CH2:30][C:31]=5[N:32]=4)=[C:17]([O:20][CH3:21])[CH:18]=3)[N:13]=[CH:12][N:11]=2)[CH:5]=[CH:6][C:7]=1[Cl:8].[CH:33](=O)[CH3:34].[BH3-]C#N.[Na+].CO.C(OCC)(=O)C. The catalyst is C1COCC1.CO. The product is [ClH:1].[Cl:1][C:2]1[CH:3]=[C:4]([NH:9][C:10]2[C:19]3[C:14](=[CH:15][C:16]([O:22][CH2:23][C:24]4[S:25][C:26]5[CH2:27][N:28]([CH2:33][CH3:34])[CH2:29][CH2:30][C:31]=5[N:32]=4)=[C:17]([O:20][CH3:21])[CH:18]=3)[N:13]=[CH:12][N:11]=2)[CH:5]=[CH:6][C:7]=1[Cl:8]. The yield is 0.120. (8) The reactants are [C:1]([C:4]1[NH:8][CH:7]=[C:6]([C:9](=[O:14])C(Cl)(Cl)Cl)[CH:5]=1)(=[O:3])[CH3:2].C(=O)([O-])[O-].[K+].[K+].[CH2:21]([OH:23])[CH3:22]. No catalyst specified. The product is [CH2:21]([O:23][C:9]([C:6]1[CH:5]=[C:4]([C:1](=[O:3])[CH3:2])[NH:8][CH:7]=1)=[O:14])[CH3:22]. The yield is 0.810.